This data is from Forward reaction prediction with 1.9M reactions from USPTO patents (1976-2016). The task is: Predict the product of the given reaction. (1) Given the reactants [N+:1]([C:4]1[CH:5]=[C:6]([C:14]([O-:16])=[O:15])[CH:7]=[C:8]([CH:13]=1)[C:9]([O:11][CH3:12])=[O:10])([O-])=O, predict the reaction product. The product is: [NH2:1][C:4]1[CH:5]=[C:6]([CH:7]=[C:8]([C:9]([O:11][CH3:12])=[O:10])[CH:13]=1)[C:14]([OH:16])=[O:15]. (2) Given the reactants [K].[C:2]1(=[O:12])[NH:6][C:5](=[O:7])[C:4]2=[CH:8][CH:9]=[CH:10][CH:11]=[C:3]12, predict the reaction product. The product is: [C:2]1(=[O:12])[NH:6][C:5](=[O:7])[C:4]2=[CH:8][CH:9]=[CH:10][CH:11]=[C:3]12. (3) Given the reactants N12CCCN=C1CCCCC2.[C:12]([O:16][C:17]([NH:19][CH:20](P(OC)(OC)=O)[C:21]([O:23][CH3:24])=[O:22])=[O:18])([CH3:15])([CH3:14])[CH3:13].[CH2:31]([O:38][CH:39]1[CH2:42][C:41](=O)[CH2:40]1)[C:32]1[CH:37]=[CH:36][CH:35]=[CH:34][CH:33]=1, predict the reaction product. The product is: [CH2:31]([O:38][CH:39]1[CH2:40][C:41](=[C:20]([NH:19][C:17]([O:16][C:12]([CH3:13])([CH3:14])[CH3:15])=[O:18])[C:21]([O:23][CH3:24])=[O:22])[CH2:42]1)[C:32]1[CH:37]=[CH:36][CH:35]=[CH:34][CH:33]=1. (4) Given the reactants [CH:1]1([C:7]([C:21]2[CH:26]=[CH:25][CH:24]=[CH:23][CH:22]=2)([C:9]2[N:13]=[CH:12][N:11]([CH2:14][CH:15]3[CH2:20][CH2:19][NH:18][CH2:17][CH2:16]3)[N:10]=2)[OH:8])[CH2:6][CH2:5][CH2:4][CH2:3][CH2:2]1.Br[CH2:28][CH2:29][C:30]1[CH:35]=[CH:34][C:33]([CH2:36][CH2:37][N:38]2[C:46](=[O:47])[C:45]3[C:40](=[CH:41][CH:42]=[CH:43][CH:44]=3)[C:39]2=[O:48])=[CH:32][CH:31]=1.C(N(C(C)C)CC)(C)C, predict the reaction product. The product is: [CH:21]1([C@@:7]([OH:8])([C:1]2[CH:6]=[CH:5][CH:4]=[CH:3][CH:2]=2)[C:9]2[N:13]=[CH:12][N:11]([CH2:14][CH:15]3[CH2:20][CH2:19][N:18]([CH2:28][CH2:29][C:30]4[CH:31]=[CH:32][C:33]([CH2:36][CH2:37][N:38]5[C:46](=[O:47])[C:45]6[C:40](=[CH:41][CH:42]=[CH:43][CH:44]=6)[C:39]5=[O:48])=[CH:34][CH:35]=4)[CH2:17][CH2:16]3)[N:10]=2)[CH2:26][CH2:25][CH2:24][CH2:23][CH2:22]1. (5) Given the reactants [NH2:1][C:2]1[C:11]2[N:12]=[C:13]([CH2:31][O:32][CH2:33][CH3:34])[N:14]([CH2:15][C:16]3[CH:30]=[CH:29][C:19]([CH2:20][NH:21][C:22](=[O:28])[O:23][C:24]([CH3:27])([CH3:26])[CH3:25])=[CH:18][CH:17]=3)[C:10]=2[C:9]2[CH:8]=[CH:7][C:6](Br)=[CH:5][C:4]=2[N:3]=1.B1([C:42]2[CH:47]=[CH:46][CH:45]=[N:44][CH:43]=2)OCCCO1.C(O)CC.C(=O)([O-])[O-].[Na+].[Na+], predict the reaction product. The product is: [NH2:1][C:2]1[C:11]2[N:12]=[C:13]([CH2:31][O:32][CH2:33][CH3:34])[N:14]([CH2:15][C:16]3[CH:30]=[CH:29][C:19]([CH2:20][NH:21][C:22](=[O:28])[O:23][C:24]([CH3:27])([CH3:26])[CH3:25])=[CH:18][CH:17]=3)[C:10]=2[C:9]2[CH:8]=[CH:7][C:6]([C:42]3[CH:43]=[N:44][CH:45]=[CH:46][CH:47]=3)=[CH:5][C:4]=2[N:3]=1. (6) The product is: [Br:1][C:2]1[CH:10]=[C:9]([CH:8]=[C:4]([C:5](=[O:6])[NH2:19])[CH:3]=1)[C:11]([O:13][CH3:14])=[O:12]. Given the reactants [Br:1][C:2]1[CH:3]=[C:4]([CH:8]=[C:9]([C:11]([O:13][CH3:14])=[O:12])[CH:10]=1)[C:5](O)=[O:6].O=S(Cl)Cl.[NH3:19], predict the reaction product. (7) Given the reactants [O:1]=[C:2]1[N:6]([CH2:7][CH2:8][CH2:9][CH2:10][CH2:11][CH2:12][C:13]#[N:14])[C@@H:5]([CH2:15][O:16]C2CCCCO2)[CH2:4][S:3]1.C1(C)C=CC(S(O)(=O)=O)=CC=1.C(N(CC)CC)C, predict the reaction product. The product is: [OH:16][CH2:15][C@H:5]1[CH2:4][S:3][C:2](=[O:1])[N:6]1[CH2:7][CH2:8][CH2:9][CH2:10][CH2:11][CH2:12][C:13]#[N:14]. (8) Given the reactants [CH3:1][C:2]1[CH:3]=[C:4]([C:9](OC)=[O:10])[CH:5]=[N:6][C:7]=1[CH3:8].CC(C[AlH]CC(C)C)C.C(C(C(C([O-])=O)O)O)([O-])=O, predict the reaction product. The product is: [CH3:1][C:2]1[CH:3]=[C:4]([CH2:9][OH:10])[CH:5]=[N:6][C:7]=1[CH3:8]. (9) Given the reactants [CH:1]1([C:7]2[C:8]([OH:26])=[C:9]([C:21](OCC)=[O:22])[C:10](=[O:20])[N:11]([CH2:13][C:14]3[CH:19]=[CH:18][CH:17]=[CH:16][CH:15]=3)[N:12]=2)[CH2:6][CH2:5][CH2:4][CH2:3][CH2:2]1.[H-].[Na+].C1(C2C(O)=[C:37]([C:42]([O:44]CC)=[O:43])C(=O)NN=2)CCCCC1.C(Br)C1C=CC=CC=1.Cl.C[N:58](C)C=O, predict the reaction product. The product is: [CH:1]1([C:7]2[C:8]([OH:26])=[C:9]([C:21]([NH:58][CH2:37][C:42]([OH:44])=[O:43])=[O:22])[C:10](=[O:20])[N:11]([CH2:13][C:14]3[CH:19]=[CH:18][CH:17]=[CH:16][CH:15]=3)[N:12]=2)[CH2:2][CH2:3][CH2:4][CH2:5][CH2:6]1. (10) Given the reactants [NH2:1][C:2]1[C:3]([C:15]([O:17]C)=O)=[N:4][C:5]([C:8]2[C:13]([Cl:14])=[CH:12][CH:11]=[CH:10][N:9]=2)=[CH:6][N:7]=1.C(N(C(C)C)C(C)C)C.[NH2:28][C:29]1[C:34]([N:35]2[CH2:40][CH2:39][C:38]([NH:42][C:43](=[O:49])[O:44][C:45]([CH3:48])([CH3:47])[CH3:46])([CH3:41])[CH2:37][CH2:36]2)=[CH:33][CH:32]=[CH:31][N:30]=1, predict the reaction product. The product is: [NH2:1][C:2]1[C:3]([C:15]([NH:28][C:29]2[C:34]([N:35]3[CH2:40][CH2:39][C:38]([NH:42][C:43](=[O:49])[O:44][C:45]([CH3:48])([CH3:47])[CH3:46])([CH3:41])[CH2:37][CH2:36]3)=[CH:33][CH:32]=[CH:31][N:30]=2)=[O:17])=[N:4][C:5]([C:8]2[C:13]([Cl:14])=[CH:12][CH:11]=[CH:10][N:9]=2)=[CH:6][N:7]=1.